Dataset: Reaction yield outcomes from USPTO patents with 853,638 reactions. Task: Predict the reaction yield, written as a fraction of the theoretical maximum amount of product (1.0 means a 100% yield; for example, 0.34 means a 34% yield). (1) The reactants are Br[C:2]1[CH:9]=[CH:8][CH:7]=[CH:6][C:3]=1[C:4]#[N:5].[F:10][C:11]1[CH:16]=[CH:15][C:14]([N+:17]([O-:19])=[O:18])=[CH:13][C:12]=1B1OC(C)(C)C(C)(C)O1.[F-].[K+].C(P(C(C)(C)C)C(C)(C)C)(C)(C)C. The catalyst is O1CCCC1.O1CCOCC1.O.C1C=CC(/C=C/C(/C=C/C2C=CC=CC=2)=O)=CC=1.C1C=CC(/C=C/C(/C=C/C2C=CC=CC=2)=O)=CC=1.C1C=CC(/C=C/C(/C=C/C2C=CC=CC=2)=O)=CC=1.[Pd].[Pd]. The product is [F:10][C:11]1[CH:16]=[CH:15][C:14]([N+:17]([O-:19])=[O:18])=[CH:13][C:12]=1[C:2]1[C:3]([C:4]#[N:5])=[CH:6][CH:7]=[CH:8][CH:9]=1. The yield is 1.00. (2) The reactants are [F:1][C:2]1[C:14]2[NH:13][C:12]3[CH2:11][CH2:10][CH2:9][C:8](=[O:15])[C:7]=3[C:6]=2[CH:5]=[CH:4][CH:3]=1.C(=O)([O-])[O-].[Li+].[Li+].[Br-].[Li+]. The yield is 0.180. The product is [F:1][C:2]1[C:14]2[NH:13][C:12]3[C:7](=[C:8]([OH:15])[CH:9]=[CH:10][CH:11]=3)[C:6]=2[CH:5]=[CH:4][CH:3]=1. The catalyst is [Cu].C(OCC)(=O)C. (3) The reactants are [CH2:1]([C@H:8]1[CH2:12][O:11][C:10](=[O:13])[NH:9]1)[C:2]1[CH:7]=[CH:6][CH:5]=[CH:4][CH:3]=1.C([Li])CCC.[CH2:19]([O:21][CH2:22][C:23](Cl)=[O:24])[CH3:20].[Cl-].[Na+]. The catalyst is C1COCC1. The product is [CH2:19]([O:21][CH2:22][C:23]([N:9]1[CH:8]([CH2:1][C:2]2[CH:3]=[CH:4][CH:5]=[CH:6][CH:7]=2)[CH2:12][O:11][C:10]1=[O:13])=[O:24])[CH3:20]. The yield is 0.560. (4) The reactants are Br[C:2]1[N:7]=[C:6]2[N:8]([Si:11]([CH:18]([CH3:20])[CH3:19])([CH:15]([CH3:17])[CH3:16])[CH:12]([CH3:14])[CH3:13])[CH:9]=[CH:10][C:5]2=[CH:4][CH:3]=1.C(P(C(C)(C)C)C(C)(C)C)(C)(C)C.[NH:34]1[CH2:39][CH2:38][O:37][CH2:36][CH2:35]1.CC(C)([O-])C.[Na+].[Na+].[Cl-]. The catalyst is C([O-])(=O)C.[Pd+2].C([O-])(=O)C.C1(C)C=CC=CC=1. The product is [CH:12]([Si:11]([CH:18]([CH3:20])[CH3:19])([CH:15]([CH3:17])[CH3:16])[N:8]1[C:6]2=[N:7][C:2]([N:34]3[CH2:39][CH2:38][O:37][CH2:36][CH2:35]3)=[CH:3][CH:4]=[C:5]2[CH:10]=[CH:9]1)([CH3:14])[CH3:13]. The yield is 0.860.